The task is: Predict the reaction yield, written as a fraction of the theoretical maximum amount of product (1.0 means a 100% yield; for example, 0.34 means a 34% yield).. This data is from Reaction yield outcomes from USPTO patents with 853,638 reactions. (1) The reactants are [NH2:1][C:2](=O)[CH2:3][N:4]1[C:9](=[N:10]S(C2C=CC(C)=CC=2)(=O)=O)[CH:8]=[CH:7][C:6]([O:21][C:22]2[CH:23]=[C:24]([NH:28][C:29](=[O:40])[C:30]3[CH:35]=[CH:34][CH:33]=[C:32]([C:36]([F:39])([F:38])[F:37])[CH:31]=3)[CH:25]=[CH:26][CH:27]=2)=[CH:5]1.[F:49][C:48]([F:51])([F:50])[C:47](O[C:47](=[O:52])[C:48]([F:51])([F:50])[F:49])=[O:52]. The catalyst is ClCCl. The product is [F:51][C:48]([F:49])([F:50])[C:47]([NH:1][C:2]1[N:10]=[C:9]2[CH:8]=[CH:7][C:6]([O:21][C:22]3[CH:23]=[C:24]([NH:28][C:29](=[O:40])[C:30]4[CH:35]=[CH:34][CH:33]=[C:32]([C:36]([F:37])([F:39])[F:38])[CH:31]=4)[CH:25]=[CH:26][CH:27]=3)=[CH:5][N:4]2[CH:3]=1)=[O:52]. The yield is 0.640. (2) The reactants are Cl.[Cl:2][C:3]1[CH:8]=[C:7]([C:9]2[CH:14]=[C:13]([Cl:15])[CH:12]=[CH:11][C:10]=2[Cl:16])[N:6]=[C:5]2[CH2:17][CH2:18][CH2:19][C:4]=12.[NH2:20][C:21]1[CH:29]=[CH:28][C:24]([CH2:25][CH2:26][OH:27])=[CH:23][CH:22]=1. No catalyst specified. The product is [ClH:2].[Cl:16][C:10]1[CH:11]=[CH:12][C:13]([Cl:15])=[CH:14][C:9]=1[C:7]1[N:6]=[C:5]2[CH2:17][CH2:18][CH2:19][C:4]2=[C:3]([NH:20][C:21]2[CH:29]=[CH:28][C:24]([CH2:25][CH2:26][OH:27])=[CH:23][CH:22]=2)[CH:8]=1. The yield is 0.680. (3) The reactants are [O:1]=[C:2]1[N:6]([C:7]2[CH:14]=[CH:13][C:10]([C:11]#[N:12])=[C:9]([C:15]([F:18])([F:17])[F:16])[CH:8]=2)[C@H:5]2[CH2:19][CH2:20][CH2:21][CH2:22][C@@H:4]2[NH:3]1.Br[C:24]1[CH:25]=[CH:26][C:27]2[O:31][CH2:30][CH2:29][C:28]=2[CH:32]=1. No catalyst specified. The product is [O:31]1[C:27]2[CH:26]=[CH:25][C:24]([N:3]3[C@H:4]4[CH2:22][CH2:21][CH2:20][CH2:19][C@@H:5]4[N:6]([C:7]4[CH:14]=[CH:13][C:10]([C:11]#[N:12])=[C:9]([C:15]([F:18])([F:16])[F:17])[CH:8]=4)[C:2]3=[O:1])=[CH:32][C:28]=2[CH2:29][CH2:30]1. The yield is 0.164. (4) The reactants are [CH2:1]([C:3]1[N:4]=[C:5]([OH:20])[C:6]2[N:12]=[C:11]([C:13]3[CH:18]=[CH:17][C:16]([F:19])=[CH:15][CH:14]=3)[CH:10]=[CH:9][C:7]=2[N:8]=1)[CH3:2].CC1N=[C:24]([O:39][CH2:40]COC)[C:25]2N=C(C3C=CC(F)=CC=3)C=CC=2N=1. The catalyst is COCCO. The product is [CH2:1]([C:3]1[N:4]=[C:5]([O:20][CH2:25][CH2:24][O:39][CH3:40])[C:6]2[N:12]=[C:11]([C:13]3[CH:18]=[CH:17][C:16]([F:19])=[CH:15][CH:14]=3)[CH:10]=[CH:9][C:7]=2[N:8]=1)[CH3:2]. The yield is 0.460.